Dataset: Full USPTO retrosynthesis dataset with 1.9M reactions from patents (1976-2016). Task: Predict the reactants needed to synthesize the given product. (1) Given the product [CH2:4]([O:11][CH2:12][C@@H:13]1[O:17][CH2:18][C:19]2=[N:20][O:21][CH2:16][C@@H:15]2[CH2:14]1)[C:5]1[CH:10]=[CH:9][CH:8]=[CH:7][CH:6]=1, predict the reactants needed to synthesize it. The reactants are: Cl[O-].[Na+].[CH2:4]([O:11][CH2:12][C@H:13]([O:17][CH2:18][CH:19]=[N:20][OH:21])[CH2:14][CH:15]=[CH2:16])[C:5]1[CH:10]=[CH:9][CH:8]=[CH:7][CH:6]=1. (2) The reactants are: [CH2:1]([O:3][C:4](=[O:27])[N:5]([C:13]1[CH:18]=[C:17]([C:19]([F:22])([F:21])[F:20])[N:16]=[C:15](Cl)[C:14]=1[N+:24]([O-:26])=[O:25])[CH2:6][C:7]1[CH:12]=[CH:11][CH:10]=[CH:9][CH:8]=1)[CH3:2].[OH-].[NH3:29]. Given the product [CH2:1]([O:3][C:4](=[O:27])[N:5]([C:13]1[CH:18]=[C:17]([C:19]([F:22])([F:21])[F:20])[N:16]=[C:15]([NH2:29])[C:14]=1[N+:24]([O-:26])=[O:25])[CH2:6][C:7]1[CH:12]=[CH:11][CH:10]=[CH:9][CH:8]=1)[CH3:2], predict the reactants needed to synthesize it. (3) Given the product [NH2:23][C@H:18]1[C@H:19]([F:22])[CH2:20][O:21][C@H:15]([C:14]2[N:13]([CH3:31])[N:12]=[CH:11][C:10]=2[NH:9][C:7]([C:5]2[N:6]=[C:2]([C:34]3[C:33]([CH3:32])=[CH:38][CH:37]=[CH:36][N:35]=3)[S:3][CH:4]=2)=[O:8])[CH2:16][CH2:17]1, predict the reactants needed to synthesize it. The reactants are: Br[C:2]1[S:3][CH:4]=[C:5]([C:7]([NH:9][C:10]2[CH:11]=[N:12][N:13]([CH3:31])[C:14]=2[C@H:15]2[O:21][CH2:20][C@@H:19]([F:22])[C@H:18]([NH:23]C(=O)OC(C)(C)C)[CH2:17][CH2:16]2)=[O:8])[N:6]=1.[CH3:32][C:33]1[C:34](B(O)O)=[N:35][CH:36]=[CH:37][CH:38]=1.